This data is from Forward reaction prediction with 1.9M reactions from USPTO patents (1976-2016). The task is: Predict the product of the given reaction. (1) Given the reactants Br[C:2]1[CH:7]=[C:6]([Br:8])[CH:5]=[CH:4][C:3]=1[CH:9]([O:12][CH:13]([CH3:15])[CH3:14])[O:10][CH3:11].C([Li])CCC.[CH3:21][Si:22](Cl)([CH3:24])[CH3:23].[CH3:26][Si:27]([CH3:53])([CH3:52])[O:28][CH:29]1[CH:34]([O:35][Si:36]([CH3:39])([CH3:38])[CH3:37])[CH:33]([O:40][Si:41]([CH3:44])([CH3:43])[CH3:42])[CH:32]([CH2:45][O:46][Si:47]([CH3:50])([CH3:49])[CH3:48])[O:31][C:30]1=[O:51], predict the reaction product. The product is: [CH3:21][Si:22]([CH3:24])([CH3:23])[O:51][C:30]1([C:2]2[CH:7]=[C:6]([Br:8])[CH:5]=[CH:4][C:3]=2[CH:9]([O:12][CH:13]([CH3:15])[CH3:14])[O:10][CH3:11])[CH:29]([O:28][Si:27]([CH3:26])([CH3:52])[CH3:53])[CH:34]([O:35][Si:36]([CH3:37])([CH3:38])[CH3:39])[CH:33]([O:40][Si:41]([CH3:44])([CH3:43])[CH3:42])[CH:32]([CH2:45][O:46][Si:47]([CH3:50])([CH3:49])[CH3:48])[O:31]1. (2) Given the reactants [CH:1]1([CH2:4][S:5]([C:8]2[CH:9]=[C:10]([C:14]3[N:22]4[C:17]([CH:18]=[N:19][C:20](SC)=[N:21]4)=[CH:16][CH:15]=3)[CH:11]=[CH:12][CH:13]=2)(=[O:7])=[O:6])[CH2:3][CH2:2]1.[CH3:25][N:26]1[C:34]2[C:29](=[CH:30][CH:31]=[C:32]([NH2:35])[CH:33]=2)[CH:28]=[N:27]1, predict the reaction product. The product is: [CH:1]1([CH2:4][S:5]([C:8]2[CH:9]=[C:10]([C:14]3[N:22]4[C:17]([CH:18]=[N:19][C:20]([NH:35][C:32]5[CH:33]=[C:34]6[C:29]([CH:28]=[N:27][N:26]6[CH3:25])=[CH:30][CH:31]=5)=[N:21]4)=[CH:16][CH:15]=3)[CH:11]=[CH:12][CH:13]=2)(=[O:7])=[O:6])[CH2:3][CH2:2]1. (3) Given the reactants [Br:1][C:2]1[N:7]=[C:6]([C@@:8]([O:12][Si](C)(C)C)([CH3:11])[C:9]#[N:10])[C:5]([F:17])=[C:4]([Si:18]([CH2:23][CH3:24])([CH2:21][CH3:22])[CH2:19][CH3:20])[CH:3]=1.[ClH:25], predict the reaction product. The product is: [ClH:25].[NH2:10][CH2:9][C@:8]([C:6]1[C:5]([F:17])=[C:4]([Si:18]([CH2:21][CH3:22])([CH2:23][CH3:24])[CH2:19][CH3:20])[CH:3]=[C:2]([Br:1])[N:7]=1)([OH:12])[CH3:11]. (4) The product is: [CH2:40]([O:47][C:38]([NH:35][C:8]12[CH2:7][CH2:6][C:5]([C:3]([O:2][CH3:1])=[O:4])([CH2:10][CH2:9]1)[CH2:12][CH2:11]2)=[O:23])[C:41]1[CH:46]=[CH:45][CH:44]=[CH:43][CH:42]=1. Given the reactants [CH3:1][O:2][C:3]([C:5]12[CH2:12][CH2:11][C:8](C(O)=O)([CH2:9][CH2:10]1)[CH2:7][CH2:6]2)=[O:4].C1(P(N=[N+]=[N-])(C2C=CC=CC=2)=[O:23])C=CC=CC=1.CC[N:35]([CH2:38]C)CC.[CH2:40]([OH:47])[C:41]1[CH:46]=[CH:45][CH:44]=[CH:43][CH:42]=1, predict the reaction product. (5) Given the reactants Cl[C:2](Cl)([O:4]C(=O)OC(Cl)(Cl)Cl)Cl.[N:13]1([S:19]([C:22]2[CH:28]=[CH:27][C:25]([NH2:26])=[CH:24][CH:23]=2)(=[O:21])=[O:20])[CH2:18][CH2:17][CH2:16][CH2:15][CH2:14]1.[NH2:29][CH2:30][C:31]1[CH:32]=[CH:33][C:34]([NH:37][C:38](=[O:44])[O:39][C:40]([CH3:43])([CH3:42])[CH3:41])=[N:35][CH:36]=1, predict the reaction product. The product is: [N:13]1([S:19]([C:22]2[CH:28]=[CH:27][C:25]([NH:26][C:2]([NH:29][CH2:30][C:31]3[CH:32]=[CH:33][C:34]([NH:37][C:38](=[O:44])[O:39][C:40]([CH3:41])([CH3:43])[CH3:42])=[N:35][CH:36]=3)=[O:4])=[CH:24][CH:23]=2)(=[O:21])=[O:20])[CH2:14][CH2:15][CH2:16][CH2:17][CH2:18]1. (6) Given the reactants [CH3:1][C:2]1[C:3]([C:8]2[CH:13]=[CH:12][CH:11]=[CH:10][CH:9]=2)=[N:4][CH:5]=[CH:6][CH:7]=1.ClC1C=C(C=CC=1)C(OO)=[O:19], predict the reaction product. The product is: [CH3:1][C:2]1[C:3]([C:8]2[CH:13]=[CH:12][CH:11]=[CH:10][CH:9]=2)=[N+:4]([O-:19])[CH:5]=[CH:6][CH:7]=1. (7) Given the reactants C([O:5][P:6]([O:13][CH2:14][C:15]([NH:18][C:19]([C:21]1[CH:26]=[CH:25][C:24]([S:27][C:28]2[CH:33]=[CH:32][C:31]([NH:34]C(=O)OC(C)(C)C)=[CH:30][CH:29]=2)=[C:23]([NH:42][C:43]2[C:44]3[CH:52]=[CH:51][C:50]([CH:53]([CH3:55])[CH3:54])=[N:49][C:45]=3[N:46]=[CH:47][N:48]=2)[CH:22]=1)=[O:20])([CH3:17])[CH3:16])([O:8]C(C)(C)C)=[O:7])(C)(C)C.FC(F)(F)C(O)=O.C(=O)([O-])O.[Na+:67], predict the reaction product. The product is: [P:6]([O-:7])([O-:8])([O:13][CH2:14][C:15]([NH:18][C:19](=[O:20])[C:21]1[CH:26]=[CH:25][C:24]([S:27][C:28]2[CH:29]=[CH:30][C:31]([NH2:34])=[CH:32][CH:33]=2)=[C:23]([NH:42][C:43]2[C:44]3[CH:52]=[CH:51][C:50]([CH:53]([CH3:54])[CH3:55])=[N:49][C:45]=3[N:46]=[CH:47][N:48]=2)[CH:22]=1)([CH3:17])[CH3:16])=[O:5].[Na+:67].[Na+:67]. (8) Given the reactants [F:1][C:2]([F:17])([F:16])[C:3]([NH:5][C:6]1[CH:11]=[CH:10][CH:9]=[C:8]([CH2:12][CH2:13]SC)[CH:7]=1)=[O:4].[CH:18]1C=C(Cl)C=C(C(OO)=O)C=1.[S:29]([O-:33])([O-])(=[O:31])=S.[Na+].[Na+], predict the reaction product. The product is: [F:1][C:2]([F:16])([F:17])[C:3]([NH:5][C:6]1[CH:11]=[CH:10][CH:9]=[C:8]([CH2:12][CH2:13][S:29]([CH3:18])(=[O:33])=[O:31])[CH:7]=1)=[O:4].